From a dataset of Retrosynthesis with 50K atom-mapped reactions and 10 reaction types from USPTO. Predict the reactants needed to synthesize the given product. (1) Given the product CC(C)C[C@H](Nc1conc1-c1ccc(N2CCN(C(=O)OC(C)(C)C)CC2)cc1)C(=O)NCC#N, predict the reactants needed to synthesize it. The reactants are: CC(C)C[C@H](Nc1conc1-c1ccc(N2CCN(C(=O)OC(C)(C)C)CC2)cc1)C(=O)O.N#CCN. (2) Given the product CCOC(=O)Nc1cc(OC2CCCC2)c(Cl)cc1F, predict the reactants needed to synthesize it. The reactants are: BrC1CCCC1.CCOC(=O)Nc1cc(O)c(Cl)cc1F. (3) Given the product CSCc1cncc(Br)c1, predict the reactants needed to synthesize it. The reactants are: BrCc1cncc(Br)c1.C[S-]. (4) The reactants are: CS(=O)(=O)Cl.N#Cc1ccc(CCCO)cc1. Given the product CS(=O)(=O)OCCCc1ccc(C#N)cc1, predict the reactants needed to synthesize it. (5) Given the product Cc1cc2nc(NCCNC(=O)OC(C)(C)C)n[n+]([O-])c2cc1C, predict the reactants needed to synthesize it. The reactants are: CC(C)(C)OC(=O)NCCN.Cc1cc2nc(Cl)n[n+]([O-])c2cc1C.